From a dataset of Forward reaction prediction with 1.9M reactions from USPTO patents (1976-2016). Predict the product of the given reaction. Given the reactants [CH3:1][C:2]1[C:11]2[C:6](=[CH:7][CH:8]=[CH:9][CH:10]=2)[CH:5]=[CH:4][N:3]=1.CO, predict the reaction product. The product is: [CH3:1][CH:2]1[C:11]2[C:6](=[CH:7][CH:8]=[CH:9][CH:10]=2)[CH2:5][CH2:4][NH:3]1.